From a dataset of Forward reaction prediction with 1.9M reactions from USPTO patents (1976-2016). Predict the product of the given reaction. (1) Given the reactants [C:1]([NH:5][C:6](=[O:22])[C:7]1[C:12]([C:13]2[CH:18]=[CH:17][C:16]([F:19])=[CH:15][C:14]=2[CH3:20])=[CH:11][C:10](Cl)=[N:9][CH:8]=1)([CH3:4])([CH3:3])[CH3:2].[NH:23]1[CH2:28][CH2:27][S:26][CH2:25][CH2:24]1.CCCCCC, predict the reaction product. The product is: [C:1]([NH:5][C:6](=[O:22])[C:7]1[C:12]([C:13]2[CH:18]=[CH:17][C:16]([F:19])=[CH:15][C:14]=2[CH3:20])=[CH:11][C:10]([N:23]2[CH2:28][CH2:27][S:26][CH2:25][CH2:24]2)=[N:9][CH:8]=1)([CH3:4])([CH3:3])[CH3:2]. (2) The product is: [Br:1][C:2]1[CH:7]=[CH:6][C:5]([C:8]2[S:12][C:11]3=[N:13][C:14](=[O:19])[CH2:15][CH2:16][CH2:17][N:10]3[N:9]=2)=[CH:4][CH:3]=1. Given the reactants [Br:1][C:2]1[CH:7]=[CH:6][C:5]([C:8]2[S:12][C:11]([NH:13][C:14](=[O:19])[CH2:15][CH2:16][CH2:17]Cl)=[N:10][N:9]=2)=[CH:4][CH:3]=1.N1CCCCC1.O, predict the reaction product. (3) Given the reactants [NH2:1][C:2](=O)[C@@H:3]([NH:26][C:27]([C:29]1([NH:35][C:36](=[O:42])[O:37][C:38]([CH3:41])([CH3:40])[CH3:39])[CH2:34][CH2:33][O:32][CH2:31][CH2:30]1)=[O:28])[CH2:4][C:5]1[CH:10]=[CH:9][C:8]([C:11]2[CH:12]=[CH:13][C:14]3[O:18][C:17](=[O:19])[N:16]([CH2:20][CH2:21][CH2:22][O:23][CH3:24])[C:15]=3[CH:25]=2)=[CH:7][CH:6]=1.CC[N+](S(N=C(OC)[O-])(=O)=O)(CC)CC, predict the reaction product. The product is: [C:2]([C@@H:3]([NH:26][C:27]([C:29]1([NH:35][C:36](=[O:42])[O:37][C:38]([CH3:40])([CH3:39])[CH3:41])[CH2:30][CH2:31][O:32][CH2:33][CH2:34]1)=[O:28])[CH2:4][C:5]1[CH:6]=[CH:7][C:8]([C:11]2[CH:12]=[CH:13][C:14]3[O:18][C:17](=[O:19])[N:16]([CH2:20][CH2:21][CH2:22][O:23][CH3:24])[C:15]=3[CH:25]=2)=[CH:9][CH:10]=1)#[N:1]. (4) Given the reactants [C:1]([O:5][C:6](=[O:14])[NH:7][CH2:8][C:9]([CH3:13])([CH3:12])[CH2:10][OH:11])([CH3:4])([CH3:3])[CH3:2].N1C=CC=CC=1.[CH3:21][C:22]1[CH:27]=[CH:26][C:25]([S:28](Cl)(=[O:30])=[O:29])=[CH:24][CH:23]=1, predict the reaction product. The product is: [C:1]([O:5][C:6]([NH:7][CH2:8][C:9]([CH3:13])([CH3:12])[CH2:10][O:11][S:28]([C:25]1[CH:26]=[CH:27][C:22]([CH3:21])=[CH:23][CH:24]=1)(=[O:30])=[O:29])=[O:14])([CH3:4])([CH3:2])[CH3:3]. (5) The product is: [ClH:42].[ClH:42].[NH2:32][C@H:29]1[CH2:30][CH2:31][N:27]([C@H:3]([C:4]2[CH:5]=[CH:6][C:7]3[N:8]([C:10]([C:13]4[CH:22]=[CH:21][C:20]5[C:15](=[C:16]([O:23][CH2:24][CH2:25][OH:26])[CH:17]=[CH:18][CH:19]=5)[N:14]=4)=[N:11][N:12]=3)[CH:9]=2)[C:2]([F:40])([F:41])[F:1])[CH2:28]1. Given the reactants [F:1][C:2]([F:41])([F:40])[C@H:3]([N:27]1[CH2:31][CH2:30][C@H:29]([NH:32]C(=O)OC(C)(C)C)[CH2:28]1)[C:4]1[CH:5]=[CH:6][C:7]2[N:8]([C:10]([C:13]3[CH:22]=[CH:21][C:20]4[C:15](=[C:16]([O:23][CH2:24][CH2:25][OH:26])[CH:17]=[CH:18][CH:19]=4)[N:14]=3)=[N:11][N:12]=2)[CH:9]=1.[ClH:42], predict the reaction product. (6) The product is: [Br:17][C:18]1[CH:23]=[CH:22][C:21]([C:11]2[CH:12]=[CH:13][N:8]=[CH:9][CH:10]=2)=[CH:20][C:19]=1[F:25]. Given the reactants C(=O)([O-])[O-].[Na+].[Na+].O.[N:8]1[CH:13]=[CH:12][C:11](B(O)O)=[CH:10][CH:9]=1.[Br:17][C:18]1[CH:23]=[CH:22][C:21](I)=[CH:20][C:19]=1[F:25].C1(C)C=CC=CC=1.C(O)C, predict the reaction product. (7) Given the reactants CN1C=C([C:7]2[NH:36][C:10]3=[N:11][CH:12]=[CH:13][C:14]([C:15]4[CH:20]=[CH:19][C:18](C5(NC(C6OC(C(C)(C)C)=NN=6)=O)CC5)=[CH:17][CH:16]=4)=[C:9]3[N:8]=2)C=N1.BrC1C=CN=C2NC([C:47]3[CH:52]=[CH:51][C:50]([C:53]([N:55]4[CH2:60][CH2:59][O:58][CH2:57][CH2:56]4)=[O:54])=[CH:49][CH:48]=3)=NC=12.[C:61]([C:65]1[CH:66]=[C:67]2[C:72](=[CH:73][CH:74]=1)[C:71](=[O:75])[N:70]([CH2:76]C1C=CC(B3OC(C)(C)C(C)(C)O3)=CC=1)[CH2:69][CH2:68]2)([CH3:64])([CH3:63])[CH3:62].P([O-])([O-])([O-])=O.[K+].[K+].[K+].C([O-])(=O)C.[Na+].C(#N)C, predict the reaction product. The product is: [C:61]([C:65]1[CH:66]=[C:67]2[C:72](=[CH:73][CH:74]=1)[C:71](=[O:75])[N:70]([CH2:76][C:18]1[CH:19]=[CH:20][C:15]([C:14]3[CH:13]=[CH:12][N:11]=[C:10]4[NH:36][C:7]([C:47]5[CH:48]=[CH:49][C:50]([C:53]([N:55]6[CH2:56][CH2:57][O:58][CH2:59][CH2:60]6)=[O:54])=[CH:51][CH:52]=5)=[N:8][C:9]=34)=[CH:16][CH:17]=1)[CH2:69][CH2:68]2)([CH3:64])([CH3:62])[CH3:63].